Dataset: Full USPTO retrosynthesis dataset with 1.9M reactions from patents (1976-2016). Task: Predict the reactants needed to synthesize the given product. (1) Given the product [F:15][C:16]([F:27])([F:28])[O:17][C:18]1[CH:23]=[CH:22][C:21]([C:2]2[CH:3]=[CH:4][C:5]3[N:6]([C:8]([C:11]([F:14])([F:13])[F:12])=[N:9][N:10]=3)[N:7]=2)=[CH:20][CH:19]=1, predict the reactants needed to synthesize it. The reactants are: Cl[C:2]1[CH:3]=[CH:4][C:5]2[N:6]([C:8]([C:11]([F:14])([F:13])[F:12])=[N:9][N:10]=2)[N:7]=1.[F:15][C:16]([F:28])([F:27])[O:17][C:18]1[CH:23]=[CH:22][C:21](B(O)O)=[CH:20][CH:19]=1.C([O-])([O-])=O.[Na+].[Na+].COCCOC. (2) Given the product [Cl:7][C:5]([F:6])([C:2]([Cl:1])([F:4])[F:3])[C:8]([F:10])([F:9])[C:11]([F:12])([S:17]([F:21])(=[O:19])=[O:18])[C:13]([F:16])([F:15])[F:14], predict the reactants needed to synthesize it. The reactants are: [Cl:1][C:2]([C:5]([C:8]([C:11]([S:17](Cl)(=[O:19])=[O:18])([C:13]([F:16])([F:15])[F:14])[F:12])([F:10])[F:9])([Cl:7])[F:6])([F:4])[F:3].[F-:21].[K+]. (3) Given the product [CH2:1]([N:8]1[C:12]([CH2:13][NH:14][C:15](=[O:25])[CH2:16][NH2:17])=[C:11]([C:26]2[CH:27]=[C:28]3[C:32](=[CH:33][CH:34]=2)[NH:31][N:30]=[CH:29]3)[N:10]=[N:9]1)[C:2]1[CH:3]=[CH:4][CH:5]=[CH:6][CH:7]=1, predict the reactants needed to synthesize it. The reactants are: [CH2:1]([N:8]1[C:12]([CH2:13][NH:14][C:15](=[O:25])[CH2:16][NH:17]C(=O)OC(C)(C)C)=[C:11]([C:26]2[CH:27]=[C:28]3[C:32](=[CH:33][CH:34]=2)[NH:31][N:30]=[CH:29]3)[N:10]=[N:9]1)[C:2]1[CH:7]=[CH:6][CH:5]=[CH:4][CH:3]=1.Cl. (4) Given the product [CH:1]1([C:4]2[N:5]=[CH:6][C:7]([O:10][C@H:11]3[CH2:19][N:14]4[CH2:15][CH2:16][N:17]([S:35]([C:30]5[CH:31]=[CH:32][CH:33]=[CH:34][C:29]=5[C:28]([F:27])([F:39])[F:40])(=[O:37])=[O:36])[CH2:18][C@@H:13]4[CH2:12]3)=[N:8][CH:9]=2)[CH2:3][CH2:2]1, predict the reactants needed to synthesize it. The reactants are: [CH:1]1([C:4]2[N:5]=[CH:6][C:7]([O:10][C@H:11]3[CH2:19][N:14]4[CH2:15][CH2:16][NH:17][CH2:18][C@@H:13]4[CH2:12]3)=[N:8][CH:9]=2)[CH2:3][CH2:2]1.C(N(CC)CC)C.[F:27][C:28]([F:40])([F:39])[C:29]1[CH:34]=[CH:33][CH:32]=[CH:31][C:30]=1[S:35](Cl)(=[O:37])=[O:36]. (5) The reactants are: [CH2:1]([C:3]([C:13]1[C:21]2[C:16](=[C:17]([NH2:22])[CH:18]=[CH:19][CH:20]=2)[NH:15][CH:14]=1)([C:6]1[CH:11]=[CH:10][C:9]([F:12])=[CH:8][CH:7]=1)[CH2:4][CH3:5])[CH3:2].[C:23]1([S:29](Cl)(=[O:31])=[O:30])[CH:28]=[CH:27][CH:26]=[CH:25][CH:24]=1.N1C=CC=CC=1.C(=O)(O)[O-].[Na+]. Given the product [CH2:1]([C:3]([C:13]1[C:21]2[C:16](=[C:17]([NH:22][S:29]([C:23]3[CH:28]=[CH:27][CH:26]=[CH:25][CH:24]=3)(=[O:31])=[O:30])[CH:18]=[CH:19][CH:20]=2)[NH:15][CH:14]=1)([C:6]1[CH:7]=[CH:8][C:9]([F:12])=[CH:10][CH:11]=1)[CH2:4][CH3:5])[CH3:2], predict the reactants needed to synthesize it. (6) Given the product [C:36]([O:44][CH2:45][C:46]1[CH:51]=[CH:50][CH:49]=[CH:48][C:47]=1[C:52]([O:1][CH2:2][CH2:3][O:4][C:5]1[CH:10]=[CH:9][C:8]([CH:11]2[CH2:16][CH2:15][N:14]([C:17]([O:19][C:20]([CH3:23])([CH3:21])[CH3:22])=[O:18])[CH2:13][CH:12]2[O:24][CH2:25][C:26]2[CH:35]=[CH:34][C:33]3[C:28](=[CH:29][CH:30]=[CH:31][CH:32]=3)[CH:27]=2)=[CH:7][CH:6]=1)=[O:53])(=[O:43])[C:37]1[CH:38]=[CH:39][CH:40]=[CH:41][CH:42]=1, predict the reactants needed to synthesize it. The reactants are: [OH:1][CH2:2][CH2:3][O:4][C:5]1[CH:10]=[CH:9][C:8]([CH:11]2[CH2:16][CH2:15][N:14]([C:17]([O:19][C:20]([CH3:23])([CH3:22])[CH3:21])=[O:18])[CH2:13][CH:12]2[O:24][CH2:25][C:26]2[CH:35]=[CH:34][C:33]3[C:28](=[CH:29][CH:30]=[CH:31][CH:32]=3)[CH:27]=2)=[CH:7][CH:6]=1.[C:36]([O:44][CH2:45][C:46]1[CH:51]=[CH:50][CH:49]=[CH:48][C:47]=1[C:52](Cl)=[O:53])(=[O:43])[C:37]1[CH:42]=[CH:41][CH:40]=[CH:39][CH:38]=1.